From a dataset of Reaction yield outcomes from USPTO patents with 853,638 reactions. Predict the reaction yield, written as a fraction of the theoretical maximum amount of product (1.0 means a 100% yield; for example, 0.34 means a 34% yield). (1) The reactants are Cl.C([O:5][C:6]1[CH:7]=[C:8]2[C:13](=[CH:14][C:15]=1[O:16][CH3:17])[N:12]=[CH:11][N:10]=[C:9]2[NH:18][C:19]1[CH:24]=[CH:23][CH:22]=[C:21]([Cl:25])[C:20]=1[F:26])(=O)C.N. The product is [Cl:25][C:21]1[C:20]([F:26])=[C:19]([CH:24]=[CH:23][CH:22]=1)[NH:18][C:9]1[C:8]2[C:13](=[CH:14][C:15]([O:16][CH3:17])=[C:6]([OH:5])[CH:7]=2)[N:12]=[CH:11][N:10]=1. The yield is 0.770. The catalyst is CO. (2) The reactants are Br[C:2]1[CH:3]=[C:4]([C:29]([NH2:31])=[O:30])[C:5]2[N:6]([CH2:25][CH:26]3[CH2:28][CH2:27]3)[C:7]3[C:12]([C:13]=2[CH:14]=1)=[CH:11][CH:10]=[C:9]([C:15]([N:17]1[CH2:22][C@H:21]([CH3:23])[O:20][C@H:19]([CH3:24])[CH2:18]1)=[O:16])[CH:8]=3.[B:32]1([B:32]2[O:36][C:35]([CH3:38])([CH3:37])[C:34]([CH3:40])([CH3:39])[O:33]2)[O:36][C:35]([CH3:38])([CH3:37])[C:34]([CH3:40])([CH3:39])[O:33]1.C([O-])(=O)C.[K+].O. The catalyst is CS(C)=O.C1C=CC(P(C2C=CC=CC=2)[C-]2C=CC=C2)=CC=1.C1C=CC(P(C2C=CC=CC=2)[C-]2C=CC=C2)=CC=1.Cl[Pd]Cl.[Fe+2].C(Cl)Cl. The product is [CH:26]1([CH2:25][N:6]2[C:5]3[C:4]([C:29]([NH2:31])=[O:30])=[CH:3][C:2]([B:32]4[O:36][C:35]([CH3:38])([CH3:37])[C:34]([CH3:40])([CH3:39])[O:33]4)=[CH:14][C:13]=3[C:12]3[C:7]2=[CH:8][C:9]([C:15]([N:17]2[CH2:18][C@H:19]([CH3:24])[O:20][C@H:21]([CH3:23])[CH2:22]2)=[O:16])=[CH:10][CH:11]=3)[CH2:28][CH2:27]1. The yield is 0.425. (3) The reactants are [CH3:1][C:2]1[O:6][N:5]=[C:4]([C:7]2[CH:12]=[CH:11][CH:10]=[CH:9][CH:8]=2)[C:3]=1[CH2:13][NH:14][C:15]1[CH:23]=[CH:22][C:18]([C:19]([OH:21])=O)=[CH:17][N:16]=1.F[B-](F)(F)F.N1(OC(N(C)C)=[N+](C)C)C2C=CC=CC=2N=N1.C(N(CC)C(C)C)(C)C.[CH2:55]([CH2:57][NH2:58])[OH:56]. The catalyst is C(OCC)(=O)C.CN(C=O)C. The product is [OH:56][CH2:55][CH2:57][NH:58][C:19](=[O:21])[C:18]1[CH:22]=[CH:23][C:15]([NH:14][CH2:13][C:3]2[C:4]([C:7]3[CH:8]=[CH:9][CH:10]=[CH:11][CH:12]=3)=[N:5][O:6][C:2]=2[CH3:1])=[N:16][CH:17]=1. The yield is 0.880.